This data is from Catalyst prediction with 721,799 reactions and 888 catalyst types from USPTO. The task is: Predict which catalyst facilitates the given reaction. (1) Reactant: [Cl:1][C:2]1[CH:3]=[CH:4][C:5]([CH3:11])=[C:6]([CH:10]=1)[C:7]([OH:9])=[O:8].S(Cl)(Cl)=O.[CH2:16](O)[CH3:17]. Product: [Cl:1][C:2]1[CH:3]=[CH:4][C:5]([CH3:11])=[C:6]([CH:10]=1)[C:7]([O:9][CH2:16][CH3:17])=[O:8]. The catalyst class is: 27. (2) Reactant: [C:1]([C:3]1[CH:12]=[CH:11][C:6]([C:7](=O)[CH2:8]Br)=[CH:5][CH:4]=1)#[N:2].[F:13][C:14]([F:21])([F:20])[CH2:15][NH:16][C:17]([NH2:19])=[S:18].C(=O)(O)[O-].[Na+]. Product: [F:13][C:14]([F:21])([F:20])[CH2:15][NH:16][C:17]1[S:18][CH:8]=[C:7]([C:6]2[CH:11]=[CH:12][C:3]([C:1]#[N:2])=[CH:4][CH:5]=2)[N:19]=1. The catalyst class is: 8. (3) Reactant: [CH2:1]([O:3][C:4]([C:6]1[C:10]2[N:11]=[CH:12][N:13]=[C:14](Cl)[C:9]=2[NH:8][CH:7]=1)=[O:5])[CH3:2].[NH:16]1[CH:20]=[CH:19][CH:18]=[N:17]1. Product: [N:16]1([C:14]2[C:9]3[NH:8][CH:7]=[C:6]([C:4]([O:3][CH2:1][CH3:2])=[O:5])[C:10]=3[N:11]=[CH:12][N:13]=2)[CH:20]=[CH:19][CH:18]=[N:17]1. The catalyst class is: 12. (4) Reactant: [C:1](Cl)(=O)[O:2]C1C=CC([N+]([O-])=O)=CC=1.[NH2:14][C:15]1[CH:20]=[CH:19][C:18]([C:21]([N:23]2[CH2:28][CH2:27][N:26]([CH2:29][C:30]3[CH:35]=[CH:34][C:33]([C:36]([OH:45])([C:41]([F:44])([F:43])[F:42])[C:37]([F:40])([F:39])[F:38])=[CH:32][CH:31]=3)[CH2:25][CH2:24]2)=[O:22])=[CH:17][CH:16]=1.[NH2:46][CH2:47][C:48]([CH3:51])([OH:50])[CH3:49]. Product: [F:42][C:41]([F:44])([F:43])[C:36]([C:33]1[CH:32]=[CH:31][C:30]([CH2:29][N:26]2[CH2:27][CH2:28][N:23]([C:21]([C:18]3[CH:17]=[CH:16][C:15]([NH:14][C:1]([NH:46][CH2:47][C:48]([OH:50])([CH3:51])[CH3:49])=[O:2])=[CH:20][CH:19]=3)=[O:22])[CH2:24][CH2:25]2)=[CH:35][CH:34]=1)([OH:45])[C:37]([F:38])([F:39])[F:40]. The catalyst class is: 4. (5) Reactant: [N:1]1[CH:6]=[CH:5][CH:4]=[CH:3][C:2]=1[CH2:7][NH:8][CH2:9][C:10]1[S:14][C:13]([C:15]([NH:17][C@H:18]([C:23]([OH:25])=[O:24])[CH2:19][CH2:20][CH2:21][NH2:22])=[O:16])=[CH:12][CH:11]=1.C(O)(=O)C.[N:30]1[C:39]2[C:38](=O)[CH2:37][CH2:36][CH2:35][C:34]=2[CH:33]=[CH:32][CH:31]=1.C([BH3-])#N.[Na+]. Product: [N:1]1[CH:6]=[CH:5][CH:4]=[CH:3][C:2]=1[CH2:7][NH:8][CH2:9][C:10]1[S:14][C:13]([C:15]([NH:17][C@@H:18]([CH2:19][CH2:20][CH2:21][NH:22][CH:38]2[C:39]3[N:30]=[CH:31][CH:32]=[CH:33][C:34]=3[CH2:35][CH2:36][CH2:37]2)[C:23]([OH:25])=[O:24])=[O:16])=[CH:12][CH:11]=1. The catalyst class is: 5.